Dataset: Full USPTO retrosynthesis dataset with 1.9M reactions from patents (1976-2016). Task: Predict the reactants needed to synthesize the given product. (1) Given the product [OH:16][CH2:15][C@H:14]([CH3:17])[CH2:13][N:4]1[C:5]2[CH:10]=[CH:9][CH:8]=[CH:7][C:6]=2[O:1][CH2:2][C:3]1=[O:11], predict the reactants needed to synthesize it. The reactants are: [O:1]1[C:6]2[CH:7]=[CH:8][CH:9]=[CH:10][C:5]=2[NH:4][C:3](=[O:11])[CH2:2]1.Br[CH2:13][C@@H:14]([CH3:17])[CH2:15][OH:16].C(=O)([O-])[O-].[Cs+].[Cs+]. (2) Given the product [OH:1][CH2:2][CH:3]1[CH2:11][C:7]2[S:8][CH:9]=[CH:10][C:6]=2[C:5](=[O:12])[CH2:4]1, predict the reactants needed to synthesize it. The reactants are: [OH:1][CH2:2][CH:3]1[CH2:11][C:7]2[S:8][CH:9]=[CH:10][C:6]=2[CH:5]([OH:12])[CH2:4]1.